From a dataset of Full USPTO retrosynthesis dataset with 1.9M reactions from patents (1976-2016). Predict the reactants needed to synthesize the given product. (1) Given the product [Cl:8][C:9]1[C:10]([C:28]2[CH:29]=[N:30][N:31]3[CH:36]=[CH:35][CH:34]=[CH:33][C:32]=23)=[N:11][C:12]([NH:15][C:16]2[CH:21]=[C:20]([N+:22]([O-:24])=[O:23])[C:19]([N:5]3[CH2:6][CH2:7][N:2]([CH3:1])[CH2:3][CH2:4]3)=[CH:18][C:17]=2[O:26][CH3:27])=[N:13][CH:14]=1, predict the reactants needed to synthesize it. The reactants are: [CH3:1][N:2]1[CH2:7][CH2:6][NH:5][CH2:4][CH2:3]1.[Cl:8][C:9]1[C:10]([C:28]2[CH:29]=[N:30][N:31]3[CH:36]=[CH:35][CH:34]=[CH:33][C:32]=23)=[N:11][C:12]([NH:15][C:16]2[CH:21]=[C:20]([N+:22]([O-:24])=[O:23])[C:19](F)=[CH:18][C:17]=2[O:26][CH3:27])=[N:13][CH:14]=1. (2) Given the product [OH:8][CH2:9][C:10]1[CH:11]=[C:12]([N:25]([CH2:36][CH2:37][O:38][CH2:39][CH2:40][O:41][CH2:42][CH2:43][O:44][CH3:45])[C:26](=[O:35])[CH2:27][CH2:28][C:29]([CH3:34])([S:31][S:32][CH3:33])[CH3:30])[CH:13]=[C:14]([CH2:16][OH:17])[CH:15]=1, predict the reactants needed to synthesize it. The reactants are: [Si]([O:8][CH2:9][C:10]1[CH:11]=[C:12]([N:25]([CH2:36][CH2:37][O:38][CH2:39][CH2:40][O:41][CH2:42][CH2:43][O:44][CH3:45])[C:26](=[O:35])[CH2:27][CH2:28][C:29]([CH3:34])([S:31][S:32][CH3:33])[CH3:30])[CH:13]=[C:14]([CH2:16][O:17][Si](C(C)(C)C)(C)C)[CH:15]=1)(C(C)(C)C)(C)C.N1C=CC=CC=1.